Dataset: Forward reaction prediction with 1.9M reactions from USPTO patents (1976-2016). Task: Predict the product of the given reaction. (1) Given the reactants CN.C(CN)O.[NH:7]1[C:15]2[C:10](=[CH:11][C:12]([O:16][C@@H:17]3[CH2:22][CH2:21][C@H:20]([N:23]4C(=O)C5C(=CC=CC=5)C4=O)[CH2:19][CH2:18]3)=[CH:13][CH:14]=2)[CH:9]=[N:8]1, predict the reaction product. The product is: [NH:7]1[C:15]2[C:10](=[CH:11][C:12]([O:16][C@@H:17]3[CH2:22][CH2:21][C@H:20]([NH2:23])[CH2:19][CH2:18]3)=[CH:13][CH:14]=2)[CH:9]=[N:8]1. (2) Given the reactants [CH3:1][O:2][C:3]1[CH:8]=[CH:7][C:6]([O:9][C:10]([F:13])([F:12])[F:11])=[CH:5][C:4]=1[CH2:14]O.S(Cl)(Cl)=O.C([O-])([O-])=O.[K+].[K+].[N-:26]=[N+:27]=[N-:28].[Na+], predict the reaction product. The product is: [N:26]([CH2:14][C:4]1[CH:5]=[C:6]([O:9][C:10]([F:13])([F:12])[F:11])[CH:7]=[CH:8][C:3]=1[O:2][CH3:1])=[N+:27]=[N-:28].